This data is from Catalyst prediction with 721,799 reactions and 888 catalyst types from USPTO. The task is: Predict which catalyst facilitates the given reaction. (1) The catalyst class is: 2. Product: [CH:1]([N:4]1[C:8]([C:9]2[N:10]=[C:11]3[C:17]4[CH:18]=[CH:19][C:20]([S:22]([CH:24]5[CH2:29][CH2:28][N:27]([CH:30]([CH3:32])[CH3:31])[CH2:26][CH2:25]5)(=[O:36])=[O:23])=[CH:21][C:16]=4[O:15][CH2:14][CH2:13][N:12]3[CH:33]=2)=[N:7][C:6]([CH3:34])=[N:5]1)([CH3:3])[CH3:2]. Reactant: [CH:1]([N:4]1[C:8]([C:9]2[N:10]=[C:11]3[C:17]4[CH:18]=[CH:19][C:20]([S:22]([CH:24]5[CH2:29][CH2:28][N:27]([CH:30]([CH3:32])[CH3:31])[CH2:26][CH2:25]5)=[O:23])=[CH:21][C:16]=4[O:15][CH2:14][CH2:13][N:12]3[CH:33]=2)=[N:7][C:6]([CH3:34])=[N:5]1)([CH3:3])[CH3:2].C(O)(C(F)(F)F)=[O:36].C1C=C(Cl)C=C(C(OO)=O)C=1. (2) Reactant: [CH3:1][O:2][C:3]1[CH:4]=[C:5]2[C:10](=[CH:11][C:12]=1[O:13][CH3:14])[N:9]=[CH:8][CH:7]=[C:6]2[O:15][C:16]1[CH:22]=[CH:21][C:19]([NH2:20])=[CH:18][C:17]=1[F:23].C(N(CC)CC)C.[Cl:31][C:32](Cl)([O:34]C(=O)OC(Cl)(Cl)Cl)Cl.[NH2:43][C:44]1[CH:48]=[C:47]([CH3:49])[O:46][N:45]=1. Product: [ClH:31].[CH3:1][O:2][C:3]1[CH:4]=[C:5]2[C:10](=[CH:11][C:12]=1[O:13][CH3:14])[N:9]=[CH:8][CH:7]=[C:6]2[O:15][C:16]1[CH:22]=[CH:21][C:19]([NH:20][C:32]([NH:43][C:44]2[CH:48]=[C:47]([CH3:49])[O:46][N:45]=2)=[O:34])=[CH:18][C:17]=1[F:23]. The catalyst class is: 146.